Dataset: Forward reaction prediction with 1.9M reactions from USPTO patents (1976-2016). Task: Predict the product of the given reaction. Given the reactants Br[C:2]1[CH:7]=[CH:6][C:5]([S:8]([CH2:11][CH3:12])(=[O:10])=[O:9])=[CH:4][C:3]=1[O:13][CH3:14].[B:15]1([B:15]2[O:19][C:18]([CH3:21])([CH3:20])[C:17]([CH3:23])([CH3:22])[O:16]2)[O:19][C:18]([CH3:21])([CH3:20])[C:17]([CH3:23])([CH3:22])[O:16]1.C([O-])(=O)C.[K+], predict the reaction product. The product is: [CH2:11]([S:8]([C:5]1[CH:6]=[CH:7][C:2]([B:15]2[O:19][C:18]([CH3:21])([CH3:20])[C:17]([CH3:23])([CH3:22])[O:16]2)=[C:3]([O:13][CH3:14])[CH:4]=1)(=[O:10])=[O:9])[CH3:12].